Dataset: Full USPTO retrosynthesis dataset with 1.9M reactions from patents (1976-2016). Task: Predict the reactants needed to synthesize the given product. (1) The reactants are: [C:1]([O:5][C:6]([C:8]1[CH:12]=[CH:11][N:10]([CH2:13][CH:14]([O:31]C(=O)C)[CH2:15][O:16][C:17]2[CH:22]=[CH:21][C:20]([CH2:23][CH2:24][CH2:25][CH2:26][CH2:27][CH2:28][CH2:29][CH3:30])=[CH:19][CH:18]=2)[CH:9]=1)=[O:7])([CH3:4])([CH3:3])[CH3:2].C[O-].[Na+]. Given the product [C:1]([O:5][C:6]([C:8]1[CH:12]=[CH:11][N:10]([CH2:13][CH:14]([OH:31])[CH2:15][O:16][C:17]2[CH:18]=[CH:19][C:20]([CH2:23][CH2:24][CH2:25][CH2:26][CH2:27][CH2:28][CH2:29][CH3:30])=[CH:21][CH:22]=2)[CH:9]=1)=[O:7])([CH3:4])([CH3:3])[CH3:2], predict the reactants needed to synthesize it. (2) Given the product [C:5]([O:9][C:10]([N:11]1[C:12]([CH2:13][CH2:14][C:15]2[CH:16]=[CH:17][C:18]([O:21][CH2:22][CH2:23][CH2:24][CH2:25][CH2:26][CH2:27][CH3:28])=[CH:19][CH:20]=2)([CH3:29])[CH2:30][O:31][S@:1]1=[O:2])=[O:32])([CH3:8])([CH3:7])[CH3:6], predict the reactants needed to synthesize it. The reactants are: [S:1](Cl)(Cl)=[O:2].[C:5]([O:9][C:10](=[O:32])[NH:11][C@:12]([CH2:30][OH:31])([CH3:29])[CH2:13][CH2:14][C:15]1[CH:20]=[CH:19][C:18]([O:21][CH2:22][CH2:23][CH2:24][CH2:25][CH2:26][CH2:27][CH3:28])=[CH:17][CH:16]=1)([CH3:8])([CH3:7])[CH3:6].N1C=CC=CC=1.Cl.